Dataset: Merck oncology drug combination screen with 23,052 pairs across 39 cell lines. Task: Regression. Given two drug SMILES strings and cell line genomic features, predict the synergy score measuring deviation from expected non-interaction effect. (1) Drug 1: CN1C(=O)C=CC2(C)C3CCC4(C)C(NC(=O)OCC(F)(F)F)CCC4C3CCC12. Drug 2: C#Cc1cccc(Nc2ncnc3cc(OCCOC)c(OCCOC)cc23)c1. Cell line: CAOV3. Synergy scores: synergy=12.5. (2) Drug 1: CCN(CC)CCNC(=O)c1c(C)[nH]c(C=C2C(=O)Nc3ccc(F)cc32)c1C. Drug 2: O=C(O)C1(Cc2cccc(Nc3nccs3)n2)CCC(Oc2cccc(Cl)c2F)CC1. Cell line: RPMI7951. Synergy scores: synergy=-14.1.